From a dataset of Catalyst prediction with 721,799 reactions and 888 catalyst types from USPTO. Predict which catalyst facilitates the given reaction. (1) Reactant: [OH-].[Na+].[Cl:3][C:4]1[CH:13]=[C:12]([S:14]C(OCC)=S)[CH:11]=[CH:10][C:5]=1[C:6]([O:8]C)=[O:7].Cl. Product: [Cl:3][C:4]1[CH:13]=[C:12]([SH:14])[CH:11]=[CH:10][C:5]=1[C:6]([OH:8])=[O:7]. The catalyst class is: 315. (2) Reactant: Cl[Sn]Cl.[F:4][C:5]1[C:10]([F:11])=[C:9]([C:12]#[C:13][C:14]2[CH:19]=[CH:18][CH:17]=[CH:16][C:15]=2[N+:20]([O-])=O)[C:8]([F:23])=[C:7]([F:24])[N:6]=1. Product: [F:4][C:5]1[C:10]([F:11])=[C:9]([C:12]#[C:13][C:14]2[CH:19]=[CH:18][CH:17]=[CH:16][C:15]=2[NH2:20])[C:8]([F:23])=[C:7]([F:24])[N:6]=1. The catalyst class is: 14. (3) Reactant: [N+:1](=[CH2:3])=[N-].[Br:4][C:5]1[CH:6]=[C:7]2[C:11](=[CH:12][CH:13]=1)[NH:10][C:9](=[O:14])[C:8]2=[CH:15][C:16]#N. Product: [Br:4][C:5]1[CH:6]=[C:7]2[C:11](=[CH:12][CH:13]=1)[NH:10][C:9](=[O:14])[C:8]12[CH2:16][CH:15]1[C:3]#[N:1]. The catalyst class is: 28. (4) Reactant: [F:1][C:2]1[CH:18]=[CH:17][C:5]2[S:6][C:7]([CH2:9][CH2:10][NH:11][C:12](=O)[O:13]CC)=[CH:8][C:4]=2[CH:3]=1.O=P12OP3(OP(OP(O3)(O1)=O)(=O)O2)=O. Product: [F:1][C:2]1[CH:18]=[CH:17][C:5]2[S:6][C:7]3[CH2:9][CH2:10][NH:11][C:12](=[O:13])[C:8]=3[C:4]=2[CH:3]=1. The catalyst class is: 265.